This data is from Full USPTO retrosynthesis dataset with 1.9M reactions from patents (1976-2016). The task is: Predict the reactants needed to synthesize the given product. (1) Given the product [CH3:1][O:2][C:3]([C:5]1[S:6][C:7]([CH:29]2[CH2:30][CH2:31][C:32]([CH3:35])([CH3:36])[CH2:33][CH2:34]2)=[CH:8][C:9]=1[N:10]([C:11]([C@H:13]1[CH2:14][CH2:15][C@H:16]([CH3:19])[CH2:17][CH2:18]1)=[O:12])[C@H:20]1[CH2:25][CH2:24][C@H:23]([N:26]2[CH:42]=[C:41]([Si:38]([CH3:40])([CH3:39])[CH3:37])[N:28]=[N:27]2)[CH2:22][CH2:21]1)=[O:4], predict the reactants needed to synthesize it. The reactants are: [CH3:1][O:2][C:3]([C:5]1[S:6][C:7]([CH:29]2[CH2:34][CH2:33][C:32]([CH3:36])([CH3:35])[CH2:31][CH2:30]2)=[CH:8][C:9]=1[N:10]([C@H:20]1[CH2:25][CH2:24][C@H:23]([N:26]=[N+:27]=[N-:28])[CH2:22][CH2:21]1)[C:11]([C@H:13]1[CH2:18][CH2:17][C@H:16]([CH3:19])[CH2:15][CH2:14]1)=[O:12])=[O:4].[CH3:37][Si:38]([C:41]#[CH:42])([CH3:40])[CH3:39]. (2) Given the product [F:1][C:2]1[C:3]([O:12][CH3:13])=[CH:4][C:5]([O:10][CH3:11])=[C:6]([F:9])[C:7]=1[B:23]1[O:27][C:26]([CH3:29])([CH3:28])[C:25]([CH3:31])([CH3:30])[O:24]1, predict the reactants needed to synthesize it. The reactants are: [F:1][C:2]1[C:7](I)=[C:6]([F:9])[C:5]([O:10][CH3:11])=[CH:4][C:3]=1[O:12][CH3:13].C([Mg]Cl)(C)C.C(O[B:23]1[O:27][C:26]([CH3:29])([CH3:28])[C:25]([CH3:31])([CH3:30])[O:24]1)(C)C. (3) Given the product [Cl:40][C:36]1[CH:35]=[C:34]([C:32]2[C:12]3[C:11](=[CH:16][CH:15]=[C:14]([C:17]([C:25]4[CH:30]=[CH:29][C:28]([Cl:31])=[CH:27][CH:26]=4)([OH:24])[C:18]4[N:22]([CH3:23])[CH:21]=[N:20][CH:19]=4)[CH:13]=3)[NH:10][C:7](=[O:8])[C:3]=2[C:4]([O:5][CH2:45][CH3:46])=[O:47])[CH:39]=[CH:38][CH:37]=1, predict the reactants needed to synthesize it. The reactants are: C([CH:3]([C:7](Cl)=[O:8])[C:4](Cl)=[O:5])C.[NH2:10][C:11]1[CH:16]=[CH:15][C:14]([C:17]([C:25]2[CH:30]=[CH:29][C:28]([Cl:31])=[CH:27][CH:26]=2)([OH:24])[C:18]2[N:22]([CH3:23])[CH:21]=[N:20][CH:19]=2)=[CH:13][C:12]=1[C:32]([C:34]1[CH:39]=[CH:38][CH:37]=[C:36]([Cl:40])[CH:35]=1)=O.N1[CH:46]=[CH:45]C=CC=1.[OH2:47]. (4) Given the product [F:1][C:2]1[CH:3]=[C:4]2[C:8](=[CH:9][CH:10]=1)[N:7]([S:11]([C:14]1[CH:19]=[CH:18][C:17]([CH3:20])=[CH:16][CH:15]=1)(=[O:13])=[O:12])[CH:6]=[C:5]2[S:21]([N:25]1[CH2:30][CH2:29][O:28][CH2:27][CH2:26]1)(=[O:23])=[O:22], predict the reactants needed to synthesize it. The reactants are: [F:1][C:2]1[CH:3]=[C:4]2[C:8](=[CH:9][CH:10]=1)[N:7]([S:11]([C:14]1[CH:19]=[CH:18][C:17]([CH3:20])=[CH:16][CH:15]=1)(=[O:13])=[O:12])[CH:6]=[C:5]2[S:21](Cl)(=[O:23])=[O:22].[NH:25]1[CH2:30][CH2:29][O:28][CH2:27][CH2:26]1. (5) Given the product [Cl:1][C:2]1[CH:3]=[C:4]([NH:23][C:24]([NH:26][C:27]2[C:28]([CH3:37])=[CH:29][C:30]([CH2:34][CH2:35][CH3:36])=[CH:31][C:32]=2[CH3:33])=[O:25])[C:5]([C:8]([NH:10][C:11]2([C:19]([OH:21])=[O:20])[CH2:18][CH2:17][CH2:16][CH2:15][CH2:14][CH2:13][CH2:12]2)=[O:9])=[N:6][CH:7]=1, predict the reactants needed to synthesize it. The reactants are: [Cl:1][C:2]1[CH:3]=[C:4]([NH:23][C:24]([NH:26][C:27]2[C:32]([CH3:33])=[CH:31][C:30]([CH2:34][CH2:35][CH3:36])=[CH:29][C:28]=2[CH3:37])=[O:25])[C:5]([C:8]([NH:10][C:11]2([C:19]([O:21]C)=[O:20])[CH2:18][CH2:17][CH2:16][CH2:15][CH2:14][CH2:13][CH2:12]2)=[O:9])=[N:6][CH:7]=1.Cl. (6) Given the product [Cl:14][C:12]1[C:11]([C:15]([F:18])([F:17])[F:16])=[CH:10][C:9]2[NH:19][C:20](=[O:37])[CH2:21][C:22]([C:24]3[CH:29]=[CH:28][CH:27]=[C:26]([C:30]4[CH:35]=[CH:34][N:33]=[C:32]([CH3:36])[CH:31]=4)[CH:25]=3)=[N:7][C:8]=2[CH:13]=1, predict the reactants needed to synthesize it. The reactants are: C(OC(=O)[NH:7][C:8]1[CH:13]=[C:12]([Cl:14])[C:11]([C:15]([F:18])([F:17])[F:16])=[CH:10][C:9]=1[NH:19][C:20](=[O:37])[CH2:21][C:22]([C:24]1[CH:29]=[CH:28][CH:27]=[C:26]([C:30]2[CH:35]=[CH:34][N:33]=[C:32]([CH3:36])[CH:31]=2)[CH:25]=1)=O)(C)(C)C.C(O)(C(F)(F)F)=O.